Predict the product of the given reaction. From a dataset of Forward reaction prediction with 1.9M reactions from USPTO patents (1976-2016). (1) Given the reactants [NH2:1][C:2]1[N:7]=[CH:6][N:5]=[C:4]2[N:8]([C@@H:12]3[CH2:17][CH2:16][CH2:15][N:14]([C:18]([O:20][C:21]([CH3:24])([CH3:23])[CH3:22])=[O:19])[CH2:13]3)[N:9]=[C:10](I)[C:3]=12.[F:25][C:26]1[CH:41]=[CH:40][CH:39]=[CH:38][C:27]=1[O:28][C:29]1[CH:34]=[CH:33][C:32](B(O)O)=[CH:31][CH:30]=1.C(=O)([O-])[O-].[Na+].[Na+], predict the reaction product. The product is: [NH2:1][C:2]1[N:7]=[CH:6][N:5]=[C:4]2[N:8]([C@@H:12]3[CH2:17][CH2:16][CH2:15][N:14]([C:18]([O:20][C:21]([CH3:24])([CH3:23])[CH3:22])=[O:19])[CH2:13]3)[N:9]=[C:10]([C:32]3[CH:31]=[CH:30][C:29]([O:28][C:27]4[CH:38]=[CH:39][CH:40]=[CH:41][C:26]=4[F:25])=[CH:34][CH:33]=3)[C:3]=12. (2) Given the reactants C[O:2][C:3](=O)[C@@H:4]([O:14][C:15]1[CH:38]=[CH:37][C:18]2[C:19]3[N:23]([CH2:24][CH2:25][O:26][C:17]=2[CH:16]=1)[CH:22]=[C:21]([C:27]1[N:28]([CH2:32][C:33]([F:36])([F:35])[F:34])[N:29]=[CH:30][N:31]=1)[N:20]=3)[CH2:5][O:6][Si:7]([C:10]([CH3:13])([CH3:12])[CH3:11])([CH3:9])[CH3:8].[NH3:40], predict the reaction product. The product is: [C:10]([Si:7]([CH3:9])([CH3:8])[O:6][CH2:5][C@H:4]([O:14][C:15]1[CH:38]=[CH:37][C:18]2[C:19]3[N:23]([CH2:24][CH2:25][O:26][C:17]=2[CH:16]=1)[CH:22]=[C:21]([C:27]1[N:28]([CH2:32][C:33]([F:34])([F:36])[F:35])[N:29]=[CH:30][N:31]=1)[N:20]=3)[C:3]([NH2:40])=[O:2])([CH3:11])([CH3:12])[CH3:13]. (3) Given the reactants [O:1]=[C:2]1[N:6]([C:7]2[CH:24]=[CH:23][C:10]3[C:11]4[N:12](C(=O)CC)[N:13]=[CH:14][C:15]=4[CH2:16][CH2:17][CH2:18][C:9]=3[CH:8]=2)[CH2:5][C@H:4]([CH2:25][NH:26][C:27](=[O:30])[CH2:28][CH3:29])[O:3]1.C(N)C1C=CC=CC=1, predict the reaction product. The product is: [O:1]=[C:2]1[N:6]([C:7]2[CH:24]=[CH:23][C:10]3[C:11]4[NH:12][N:13]=[CH:14][C:15]=4[CH2:16][CH2:17][CH2:18][C:9]=3[CH:8]=2)[CH2:5][C@H:4]([CH2:25][NH:26][C:27](=[O:30])[CH2:28][CH3:29])[O:3]1. (4) The product is: [CH3:7][NH:8][C:9](=[O:20])[C:10]1[CH:15]=[C:14]([N+:16]([O-:18])=[O:17])[CH:13]=[CH:12][C:11]=1[O:1][CH2:2][CH2:3][CH3:4]. Given the reactants [O-:1][CH2:2][CH2:3][CH3:4].[Na+].[Na].[CH3:7][NH:8][C:9](=[O:20])[C:10]1[CH:15]=[C:14]([N+:16]([O-:18])=[O:17])[CH:13]=[CH:12][C:11]=1Cl, predict the reaction product. (5) Given the reactants Cl[C:2]1[C:3](=[O:15])[N:4](C2CCCCO2)[N:5]=[CH:6]C=1Cl.[F:16][C:17]1[CH:22]=[CH:21][CH:20]=[C:19]([F:23])[C:18]=1[CH2:24][C:25]#N.C[O:28][C:29](=[O:38])[CH:30](Br)[CH2:31][CH:32]1[CH2:36][CH2:35][CH2:34][CH2:33]1, predict the reaction product. The product is: [CH:32]1([CH2:31][CH:30]([N:4]2[C:3](=[O:15])[CH:2]=[C:25]([CH2:24][C:18]3[C:19]([F:23])=[CH:20][CH:21]=[CH:22][C:17]=3[F:16])[CH:6]=[N:5]2)[C:29]([OH:28])=[O:38])[CH2:36][CH2:35][CH2:34][CH2:33]1. (6) Given the reactants [N:1]1([C:5]2[CH:10]=[C:9]([Cl:11])[CH:8]=[CH:7][C:6]=2[CH2:12][N:13]2[CH2:18][CH2:17][N:16](C(OC(C)(C)C)=O)[CH2:15][CH2:14]2)[CH2:4][CH2:3][CH2:2]1.FC(F)(F)C(O)=O, predict the reaction product. The product is: [N:1]1([C:5]2[CH:10]=[C:9]([Cl:11])[CH:8]=[CH:7][C:6]=2[CH2:12][N:13]2[CH2:14][CH2:15][NH:16][CH2:17][CH2:18]2)[CH2:4][CH2:3][CH2:2]1.